Dataset: Forward reaction prediction with 1.9M reactions from USPTO patents (1976-2016). Task: Predict the product of the given reaction. (1) Given the reactants [C:1]([Mg]Br)#[CH:2].[F:5][C:6]1[CH:11]=[CH:10][C:9]([C:12]([F:15])([F:14])[F:13])=[CH:8][C:7]=1[C:16]1([CH2:19][C:20](=[O:34])[C:21]([NH:23][C:24]2[CH:25]=[C:26]3[C:31](=[CH:32][CH:33]=2)[C:29](=[O:30])[O:28][CH2:27]3)=[O:22])[CH2:18][CH2:17]1.[Cl-].[NH4+], predict the reaction product. The product is: [C:1]([C:20]([OH:34])([CH2:19][C:16]1([C:7]2[CH:8]=[C:9]([C:12]([F:15])([F:13])[F:14])[CH:10]=[CH:11][C:6]=2[F:5])[CH2:18][CH2:17]1)[C:21]([NH:23][C:24]1[CH:25]=[C:26]2[C:31](=[CH:32][CH:33]=1)[C:29](=[O:30])[O:28][CH2:27]2)=[O:22])#[CH:2]. (2) Given the reactants [H-].[Al+3].[Li+].[H-].[H-].[H-].[F:7][C@@H:8]1[CH2:12][CH2:11][N:10]([CH2:13][C:14](OC)=[O:15])[CH2:9]1, predict the reaction product. The product is: [F:7][C@@H:8]1[CH2:12][CH2:11][N:10]([CH2:13][CH2:14][OH:15])[CH2:9]1. (3) The product is: [Cl:14][C:15]1[C:20]([C:21]2[C:22]([F:29])=[CH:23][C:24]([F:28])=[CH:25][C:26]=2[F:27])=[C:19]([NH:8][CH:9]([CH2:12][CH3:13])[CH2:10][OH:11])[N:18]2[N:31]=[CH:32][N:33]=[C:17]2[N:16]=1. Given the reactants C(N(CC)CC)C.[NH2:8][CH:9]([CH2:12][CH3:13])[CH2:10][OH:11].[Cl:14][C:15]1[C:20]([C:21]2[C:26]([F:27])=[CH:25][C:24]([F:28])=[CH:23][C:22]=2[F:29])=[C:19](Cl)[N:18]2[N:31]=[CH:32][N:33]=[C:17]2[N:16]=1, predict the reaction product. (4) Given the reactants [CH3:1][C:2]1[C:10]([CH3:11])=[CH:9][C:5](C(O)=O)=[CH:4][C:3]=1[N+:12]([O-])=O.C[O:16][CH:17]([O:21][CH3:22])N(C)C.O.NN.[CH3:26]N(C)C=O, predict the reaction product. The product is: [CH3:22][O:21][C:17]([C:5]1[CH:4]=[C:3]2[C:2]([CH:1]=[CH:26][NH:12]2)=[C:10]([CH3:11])[CH:9]=1)=[O:16].